From a dataset of Reaction yield outcomes from USPTO patents with 853,638 reactions. Predict the reaction yield, written as a fraction of the theoretical maximum amount of product (1.0 means a 100% yield; for example, 0.34 means a 34% yield). (1) The reactants are [C:1]1([SH:7])[CH:6]=[CH:5][CH:4]=[CH:3][CH:2]=1.[OH-].[Na+].Cl[C:11]1[N:16]=[C:15]([N:17]2[CH2:22][CH2:21][O:20][CH2:19][CH2:18]2)[N:14]=[C:13]([N:23]2[C:27]3[CH:28]=[CH:29][CH:30]=[CH:31][C:26]=3[N:25]=[C:24]2[CH:32]([F:34])[F:33])[N:12]=1.COCCOCCN(CCOCCOC)CCOCCOC. The catalyst is O.O1CCOCC1. The product is [F:34][CH:32]([F:33])[C:24]1[N:23]([C:13]2[N:14]=[C:15]([N:17]3[CH2:18][CH2:19][O:20][CH2:21][CH2:22]3)[N:16]=[C:11]([S:7][C:1]3[CH:6]=[CH:5][CH:4]=[CH:3][CH:2]=3)[N:12]=2)[C:27]2[CH:28]=[CH:29][CH:30]=[CH:31][C:26]=2[N:25]=1. The yield is 0.760. (2) The reactants are F[C:2]1[CH:11]=[C:10]2[C:5]([C:6](=[O:12])[NH:7][CH:8]=[N:9]2)=[CH:4][CH:3]=1.[NH2:13][C@H:14]1[CH2:19][CH2:18][C@H:17]([NH2:20])[CH2:16][CH2:15]1. The catalyst is O. The product is [NH2:13][C@H:14]1[CH2:19][CH2:18][C@H:17]([NH:20][C:2]2[CH:11]=[C:10]3[C:5]([C:6](=[O:12])[NH:7][CH:8]=[N:9]3)=[CH:4][CH:3]=2)[CH2:16][CH2:15]1. The yield is 0.380. (3) The yield is 0.730. The product is [CH2:18]([N:2]1[CH:3]=[CH:4][C:5]2[CH2:6][CH2:7][CH2:8][CH2:9][C:10]=2[C:1]1=[O:11])[C:19]1[CH:24]=[CH:23][CH:22]=[CH:21][CH:20]=1. The catalyst is CN(C=O)C. The reactants are [C:1]1(=[O:11])[C:10]2[CH2:9][CH2:8][CH2:7][CH2:6][C:5]=2[CH:4]=[CH:3][NH:2]1.C(=O)([O-])[O-].[Cs+].[Cs+].[CH2:18](Br)[C:19]1[CH:24]=[CH:23][CH:22]=[CH:21][CH:20]=1.O. (4) The reactants are [C:1]1([S:7]([CH2:9][CH2:10][N:11]2[C:19]3[CH:18]=[CH:17][CH:16]=[CH:15][C:14]=3[C:13]3[CH2:20][CH2:21][N:22](C(OC(C)(C)C)=O)[CH2:23][CH2:24][C:12]2=3)=[O:8])[CH:6]=[CH:5][CH:4]=[CH:3][CH:2]=1. The catalyst is FC(F)(F)C(O)=O. The product is [C:1]1([S:7]([CH2:9][CH2:10][N:11]2[C:19]3[CH:18]=[CH:17][CH:16]=[CH:15][C:14]=3[C:13]3[CH2:20][CH2:21][NH:22][CH2:23][CH2:24][C:12]2=3)=[O:8])[CH:2]=[CH:3][CH:4]=[CH:5][CH:6]=1. The yield is 0.700. (5) The reactants are [Cl:1][C:2]1[CH:7]=[C:6](Cl)[N:5]=[CH:4][N:3]=1.[C:9]1(B(O)O)[CH:14]=[CH:13][CH:12]=[CH:11][CH:10]=1.C(=O)([O-])[O-].[Na+].[Na+].C(#N)C. The catalyst is Cl[Pd](Cl)([P](C1C=CC=CC=1)(C1C=CC=CC=1)C1C=CC=CC=1)[P](C1C=CC=CC=1)(C1C=CC=CC=1)C1C=CC=CC=1.O. The product is [Cl:1][C:2]1[CH:7]=[C:6]([C:9]2[CH:14]=[CH:13][CH:12]=[CH:11][CH:10]=2)[N:5]=[CH:4][N:3]=1. The yield is 0.230. (6) The reactants are [CH:1]1([CH:7]2[CH:16]3[CH2:17][CH2:18][CH2:19][O:20][CH:15]3[C:14]3[CH:13]=[C:12]([C:21]([OH:23])=[O:22])[CH:11]=[CH:10][C:9]=3[NH:8]2)[CH2:6][CH2:5][CH2:4][CH2:3][CH2:2]1.C1(N)CC1.CCN(C(C)C)C(C)C.C(Cl)CCl. The catalyst is C(Cl)Cl. The product is [CH:1]1([C@H:7]2[C@@H:16]3[CH2:17][CH2:18][CH2:19][O:20][C@@H:15]3[C:14]3[CH:13]=[C:12]([C:21]([OH:23])=[O:22])[CH:11]=[CH:10][C:9]=3[NH:8]2)[CH2:2][CH2:3][CH2:4][CH2:5][CH2:6]1. The yield is 0.170.